Dataset: Full USPTO retrosynthesis dataset with 1.9M reactions from patents (1976-2016). Task: Predict the reactants needed to synthesize the given product. (1) Given the product [ClH:1].[ClH:1].[CH3:49][O:48][C:46]1[CH:47]=[C:42]([C:39]2[CH:38]=[CH:37][C:36]([C:35]([N:32]3[CH2:33][CH2:34][N:29]([CH2:28][CH2:27][CH2:26][N:23]4[CH2:24][CH2:25][N:20]([C:18](=[O:19])[C:17]5[CH:55]=[CH:56][C:14]([C:6]6[CH:5]=[C:4]([O:3][CH3:2])[C:9]([O:10][CH3:11])=[C:8]([O:12][CH3:13])[CH:7]=6)=[CH:15][CH:16]=5)[CH2:21][CH2:22]4)[CH2:30][CH2:31]3)=[O:54])=[CH:41][CH:40]=2)[CH:43]=[C:44]([O:52][CH3:53])[C:45]=1[O:50][CH3:51], predict the reactants needed to synthesize it. The reactants are: [ClH:1].[CH3:2][O:3][C:4]1[CH:5]=[C:6]([C:14]2[CH:56]=[CH:55][C:17]([C:18]([N:20]3[CH2:25][CH2:24][N:23]([CH2:26][CH2:27][CH2:28][N:29]4[CH2:34][CH2:33][N:32]([C:35](=[O:54])[C:36]5[CH:41]=[CH:40][C:39]([C:42]6[CH:47]=[C:46]([O:48][CH3:49])[C:45]([O:50][CH3:51])=[C:44]([O:52][CH3:53])[CH:43]=6)=[CH:38][CH:37]=5)[CH2:31][CH2:30]4)[CH2:22][CH2:21]3)=[O:19])=[CH:16][CH:15]=2)[CH:7]=[C:8]([O:12][CH3:13])[C:9]=1[O:10][CH3:11]. (2) Given the product [CH:35]([N:31]1[CH2:32][CH2:33][CH:29]([CH2:28][N:2]([CH3:1])[C:3]2[S:4][C:5]3[CH:11]=[C:10]([NH:12][C:13]([C:15]4[CH:16]=[CH:17][C:18]([C:21]5[CH:26]=[CH:25][C:24]([F:27])=[CH:23][CH:22]=5)=[CH:19][CH:20]=4)=[O:14])[CH:9]=[CH:8][C:6]=3[N:7]=2)[CH2:30]1)([CH3:37])[CH3:36], predict the reactants needed to synthesize it. The reactants are: [CH3:1][N:2]([CH2:28][CH:29]1[CH2:33][CH2:32][NH:31][CH2:30]1)[C:3]1[S:4][C:5]2[CH:11]=[C:10]([NH:12][C:13]([C:15]3[CH:20]=[CH:19][C:18]([C:21]4[CH:26]=[CH:25][C:24]([F:27])=[CH:23][CH:22]=4)=[CH:17][CH:16]=3)=[O:14])[CH:9]=[CH:8][C:6]=2[N:7]=1.I[CH:35]([CH3:37])[CH3:36].C(=O)([O-])[O-].[K+].[K+].C(OCC)(=O)C.